This data is from Reaction yield outcomes from USPTO patents with 853,638 reactions. The task is: Predict the reaction yield, written as a fraction of the theoretical maximum amount of product (1.0 means a 100% yield; for example, 0.34 means a 34% yield). The reactants are [NH2:1][C:2]1[CH:31]=[CH:30][C:5]([O:6][C:7]2[CH:12]=[CH:11][N:10]=[C:9]3[CH:13]=[C:14]([C:16]([N:18]4[CH2:21][CH:20]([O:22][Si:23]([C:26]([CH3:29])([CH3:28])[CH3:27])([CH3:25])[CH3:24])[CH2:19]4)=[O:17])[S:15][C:8]=23)=[C:4]([F:32])[CH:3]=1.[CH3:33][O:34][C:35]1[CH:40]=[CH:39][CH:38]=[CH:37][C:36]=1[NH:41][C:42](=[O:47])[CH2:43][C:44](O)=[O:45].C(Cl)CCl. The catalyst is CN(C=O)C.CCOC(C)=O. The product is [Si:23]([O:22][CH:20]1[CH2:21][N:18]([C:16]([C:14]2[S:15][C:8]3[C:9](=[N:10][CH:11]=[CH:12][C:7]=3[O:6][C:5]3[CH:30]=[CH:31][C:2]([NH:1][C:44](=[O:45])[CH2:43][C:42]([NH:41][C:36]4[CH:37]=[CH:38][CH:39]=[CH:40][C:35]=4[O:34][CH3:33])=[O:47])=[CH:3][C:4]=3[F:32])[CH:13]=2)=[O:17])[CH2:19]1)([C:26]([CH3:27])([CH3:28])[CH3:29])([CH3:25])[CH3:24]. The yield is 0.870.